From a dataset of Forward reaction prediction with 1.9M reactions from USPTO patents (1976-2016). Predict the product of the given reaction. Given the reactants [OH:1][CH2:2][CH:3]1[CH2:8][CH2:7][CH2:6][CH2:5][NH:4]1.[Cl:9][C:10]1[CH:11]=[C:12]([B:17]([CH:19]([O:26][CH:27]([B:34]([C:36]2[CH:41]=[CH:40][C:39]([CH3:42])=[C:38]([Cl:43])[CH:37]=2)[OH:35])[C:28]2[CH:33]=[CH:32][CH:31]=[CH:30][CH:29]=2)[C:20]2[CH:25]=[CH:24][CH:23]=[CH:22][CH:21]=2)O)[CH:13]=[CH:14][C:15]=1[CH3:16], predict the reaction product. The product is: [Cl:9][C:10]1[CH:11]=[C:12]([B:17]([CH:19]([O:26][CH:27]([B:34]([C:36]2[CH:41]=[CH:40][C:39]([CH3:42])=[C:38]([Cl:43])[CH:37]=2)[O:35][CH2:2][CH:3]2[CH2:8][CH2:7][CH2:6][CH2:5][NH:4]2)[C:28]2[CH:33]=[CH:32][CH:31]=[CH:30][CH:29]=2)[C:20]2[CH:21]=[CH:22][CH:23]=[CH:24][CH:25]=2)[O:1][CH2:2][CH:3]2[CH2:8][CH2:7][CH2:6][CH2:5][NH:4]2)[CH:13]=[CH:14][C:15]=1[CH3:16].